Dataset: Reaction yield outcomes from USPTO patents with 853,638 reactions. Task: Predict the reaction yield, written as a fraction of the theoretical maximum amount of product (1.0 means a 100% yield; for example, 0.34 means a 34% yield). (1) The reactants are C[O:2][C:3]1[CH:4]=[C:5]([NH:51][S:52]([CH3:55])(=[O:54])=[O:53])[CH:6]=[C:7]([N:9]2[CH:13]=[CH:12][C:11]([C:14]3[C:22]4[C:21]([NH:23][C@H:24]([C:26]5[N:31]([C:32]6[CH:37]=[CH:36][CH:35]=[CH:34][CH:33]=6)[C:30](=[O:38])[C:29]6=[C:39]([CH3:42])[CH:40]=[CH:41][N:28]6[N:27]=5)[CH3:25])=[N:20][CH:19]=[N:18][C:17]=4[N:16](COCC[Si](C)(C)C)[CH:15]=3)=[N:10]2)[CH:8]=1.B(Br)(Br)Br.N. The catalyst is ClCCl. The product is [OH:2][C:3]1[CH:4]=[C:5]([NH:51][S:52]([CH3:55])(=[O:53])=[O:54])[CH:6]=[C:7]([N:9]2[CH:13]=[CH:12][C:11]([C:14]3[C:22]4[C:21]([NH:23][C@H:24]([C:26]5[N:31]([C:32]6[CH:33]=[CH:34][CH:35]=[CH:36][CH:37]=6)[C:30](=[O:38])[C:29]6=[C:39]([CH3:42])[CH:40]=[CH:41][N:28]6[N:27]=5)[CH3:25])=[N:20][CH:19]=[N:18][C:17]=4[NH:16][CH:15]=3)=[N:10]2)[CH:8]=1. The yield is 0.440. (2) The reactants are [OH:1][C:2]1[CH:7]=[CH:6][C:5]([C:8]2[CH:13]=[CH:12][CH:11]=[CH:10][CH:9]=2)=[CH:4][CH:3]=1.C1(C)C(S(O)(=O)=O)=CC=CC=1.[CH3:25][O:26][C:27](OC)(C)C.C([O-])(O)=O.[Na+].[OH-].[Na+]. The product is [CH3:25][O:26][CH2:27][O:1][C:2]1[CH:3]=[CH:4][C:5]([C:8]2[CH:13]=[CH:12][CH:11]=[CH:10][CH:9]=2)=[CH:6][CH:7]=1. The yield is 0.180. The catalyst is CCOC(C)=O.ClCCl. (3) The reactants are C([Sn](CCCC)(CCCC)[CH2:6][O:7][C:8]1[CH:13]=[CH:12][C:11]([Cl:14])=[CH:10][CH:9]=1)CCC.I[C:24]1[CH:25]=[N:26][N:27](C(OC(C)(C)C)=O)[C:28](=[O:30])[CH:29]=1.C(O)(C(F)(F)F)=O. The catalyst is C1(C)C=CC=CC=1.C1C=CC(P(C2C=CC=CC=2)C2C=CC=CC=2)=CC=1.C1C=CC(P(C2C=CC=CC=2)C2C=CC=CC=2)=CC=1.Cl[Pd]Cl. The product is [Cl:14][C:11]1[CH:10]=[CH:9][C:8]([O:7][CH2:6][C:24]2[CH:25]=[N:26][NH:27][C:28](=[O:30])[CH:29]=2)=[CH:13][CH:12]=1. The yield is 0.330. (4) The reactants are [CH3:1][S:2]([O:5][C:6]1[CH:11]=[CH:10][C:9]([C:12]2([C:22]3[CH:27]=[CH:26][CH:25]=[C:24]([Br:28])[CH:23]=3)[C:16]3=[N:17][CH2:18][CH2:19][CH2:20][N:15]3[C:14](=S)[NH:13]2)=[CH:8][CH:7]=1)(=[O:4])=[O:3].[OH-].[NH4+:30].C(OO)(C)(C)C. The catalyst is CO. The product is [CH3:1][S:2]([O:5][C:6]1[CH:7]=[CH:8][C:9]([C:12]2([C:22]3[CH:27]=[CH:26][CH:25]=[C:24]([Br:28])[CH:23]=3)[C:16]3=[N:17][CH2:18][CH2:19][CH2:20][N:15]3[C:14]([NH2:30])=[N:13]2)=[CH:10][CH:11]=1)(=[O:4])=[O:3]. The yield is 0.900.